This data is from Peptide-MHC class I binding affinity with 185,985 pairs from IEDB/IMGT. The task is: Regression. Given a peptide amino acid sequence and an MHC pseudo amino acid sequence, predict their binding affinity value. This is MHC class I binding data. (1) The peptide sequence is RPTHKPVTL. The MHC is HLA-B07:02 with pseudo-sequence HLA-B07:02. The binding affinity (normalized) is 1.00. (2) The peptide sequence is EFLHYCNSY. The MHC is HLA-A03:01 with pseudo-sequence HLA-A03:01. The binding affinity (normalized) is 0. (3) The binding affinity (normalized) is 0.0847. The peptide sequence is GLYNRHRGR. The MHC is HLA-A02:01 with pseudo-sequence HLA-A02:01. (4) The MHC is HLA-B53:01 with pseudo-sequence HLA-B53:01. The peptide sequence is CPMCCSKIL. The binding affinity (normalized) is 0.617. (5) The peptide sequence is MKWMMAMKY. The MHC is HLA-A02:06 with pseudo-sequence HLA-A02:06. The binding affinity (normalized) is 0.0847. (6) The peptide sequence is NTKSDIDVI. The MHC is HLA-A02:02 with pseudo-sequence HLA-A02:02. The binding affinity (normalized) is 0.0104. (7) The peptide sequence is EIYRTLYGL. The MHC is HLA-A03:01 with pseudo-sequence HLA-A03:01. The binding affinity (normalized) is 0.0847.